This data is from Full USPTO retrosynthesis dataset with 1.9M reactions from patents (1976-2016). The task is: Predict the reactants needed to synthesize the given product. (1) Given the product [Cl:20][CH2:15][C:13]1[CH:12]=[C:11]([CH3:17])[N:10]=[C:9]([NH:8][C:5]2[CH:6]=[CH:7][C:2]([F:1])=[CH:3][CH:4]=2)[N:14]=1, predict the reactants needed to synthesize it. The reactants are: [F:1][C:2]1[CH:7]=[CH:6][C:5]([NH:8][C:9]2[N:14]=[C:13]([CH2:15]O)[CH:12]=[C:11]([CH3:17])[N:10]=2)=[CH:4][CH:3]=1.S(Cl)([Cl:20])=O. (2) Given the product [C:1]([C:5]1[CH:6]=[C:7]([C:14]23[CH2:23][C:18]4([CH3:24])[CH2:19][CH:20]([CH2:22][C:16]([CH3:25])([CH2:17]4)[CH2:15]2)[CH2:21]3)[C:8]([OH:13])=[C:9]([CH:12]=1)[CH2:10][S:34][C@@H:27]1[CH2:28][CH2:29][CH2:30][CH2:31][CH2:32][CH2:33][C@H:26]1[S:35][CH2:10][C:9]1[CH:12]=[C:5]([C:1]([CH3:2])([CH3:3])[CH3:4])[CH:6]=[C:7]([C:14]23[CH2:15][C:16]4([CH3:25])[CH2:17][CH:18]([CH2:19][C:41]([CH3:42])([CH2:22]4)[CH2:21]2)[CH2:23]3)[C:8]=1[OH:13])([CH3:4])([CH3:3])[CH3:2], predict the reactants needed to synthesize it. The reactants are: [C:1]([C:5]1[CH:6]=[C:7]([C:14]23[CH2:23][C:18]4([CH3:24])[CH2:19][CH:20]([CH2:22][C:16]([CH3:25])([CH2:17]4)[CH2:15]2)[CH2:21]3)[C:8]([OH:13])=[C:9]([CH:12]=1)[CH2:10]Br)([CH3:4])([CH3:3])[CH3:2].[C@@H:26]1([SH:35])[CH2:33][CH2:32][CH2:31][CH2:30][CH2:29][CH2:28][C@H:27]1[SH:34].C(N([CH2:41][CH3:42])CC)C.[Cl-].[NH4+]. (3) Given the product [F:38][C:35]([F:36])([F:37])[O:34][C:29]1[CH:30]=[CH:31][CH:32]=[CH:33][C:28]=1[CH2:27][O:26][C:24]1[NH:23][N:22]=[C:21]([C:18]2[CH:19]=[CH:20][C:15]([CH:12]3[CH2:13][CH2:14][C:9](=[O:8])[CH2:10][CH2:11]3)=[N:16][CH:17]=2)[CH:25]=1, predict the reactants needed to synthesize it. The reactants are: [Cl-].[In+3].[Cl-].[Cl-].O1[C:9]2([CH2:14][CH2:13][CH:12]([C:15]3[CH:20]=[CH:19][C:18]([C:21]4[CH:25]=[C:24]([O:26][CH2:27][C:28]5[CH:33]=[CH:32][CH:31]=[CH:30][C:29]=5[O:34][C:35]([F:38])([F:37])[F:36])[NH:23][N:22]=4)=[CH:17][N:16]=3)[CH2:11][CH2:10]2)[O:8]CC1. (4) Given the product [C:36]([O:35][C:33]([NH:32][C@H:17]1[C@@H:16]([OH:15])[CH2:21][CH2:20][N:19]([C:22]([O:24][CH2:25][C:26]2[CH:31]=[CH:30][CH:29]=[CH:28][CH:27]=2)=[O:23])[CH2:18]1)=[O:34])([CH3:39])([CH3:37])[CH3:38], predict the reactants needed to synthesize it. The reactants are: C(=O)([O-])[O-].[K+].[K+].C([O:15][C@H:16]1[CH2:21][CH2:20][N:19]([C:22]([O:24][CH2:25][C:26]2[CH:31]=[CH:30][CH:29]=[CH:28][CH:27]=2)=[O:23])[CH2:18][C@H:17]1[NH:32][C:33]([O:35][C:36]([CH3:39])([CH3:38])[CH3:37])=[O:34])(=O)C1C=CC=CC=1. (5) Given the product [OH:1][C:2]1[CH:3]=[CH:4][C:5]([C:8]([C:11]2[CH:12]=[CH:13][C:14]([OH:17])=[CH:15][CH:16]=2)([CH3:10])[CH3:9])=[CH:6][CH:7]=1.[C:18]1([OH:24])[CH:23]=[CH:22][CH:21]=[CH:20][CH:19]=1, predict the reactants needed to synthesize it. The reactants are: [OH:1][C:2]1[CH:7]=[CH:6][C:5]([C:8]([C:11]2[CH:16]=[CH:15][C:14]([OH:17])=[CH:13][CH:12]=2)([CH3:10])[CH3:9])=[CH:4][CH:3]=1.[C:18]1([OH:24])[CH:23]=[CH:22][CH:21]=[CH:20][CH:19]=1.[S]. (6) Given the product [CH2:18]([N:20]([CH2:21][CH3:22])[C:15]([C:14]1[C:13]2[C:8](=[CH:9][CH:10]=[CH:11][CH:12]=2)[NH:7][C:6]=1[C:4]([O:3][CH2:1][CH3:2])=[O:5])=[O:17])[CH3:19], predict the reactants needed to synthesize it. The reactants are: [CH2:1]([O:3][C:4]([C:6]1[NH:7][C:8]2[C:13]([C:14]=1[C:15]([OH:17])=O)=[CH:12][CH:11]=[CH:10][CH:9]=2)=[O:5])[CH3:2].[CH2:18]([NH:20][CH2:21][CH3:22])[CH3:19].C(Cl)CCl.C1C=CC2N(O)N=NC=2C=1.CN1CCOCC1.